From a dataset of Reaction yield outcomes from USPTO patents with 853,638 reactions. Predict the reaction yield, written as a fraction of the theoretical maximum amount of product (1.0 means a 100% yield; for example, 0.34 means a 34% yield). (1) The reactants are [Cl:1][C:2]1[CH:14]=[C:13]([Cl:15])[CH:12]=[CH:11][C:3]=1[CH2:4][NH:5][C@H:6]1[CH2:10][CH2:9][NH:8][CH2:7]1.Cl[C:17]1[N:22]=[CH:21][C:20]([Br:23])=[CH:19][N:18]=1.C(N(C(C)C)CC)(C)C. The catalyst is C(#N)C. The product is [Br:23][C:20]1[CH:19]=[N:18][C:17]([N:8]2[CH2:9][CH2:10][C@H:6]([NH:5][CH2:4][C:3]3[CH:11]=[CH:12][C:13]([Cl:15])=[CH:14][C:2]=3[Cl:1])[CH2:7]2)=[N:22][CH:21]=1. The yield is 0.870. (2) The reactants are [C:1]([Cl:6])(=O)[C:2](Cl)=[O:3].OC1C(=O)[N:10]([C:35]2[N:36]=[N:37][C:38]([CH3:41])=[CH:39][CH:40]=2)[CH:11]([C:24]2[CH:29]=[CH:28][C:27]([O:30][C:31]([F:34])([F:33])[F:32])=[CH:26][CH:25]=2)[C:12]=1[C:13](=[O:23])[C:14]1[CH:19]=[CH:18][C:17]([CH:20]([CH3:22])[CH3:21])=[CH:16][CH:15]=1. The catalyst is ClCCl.CN(C=O)C.C([O-])(O)=O.[Na+]. The product is [Cl:6][C:1]1[C:2](=[O:3])[N:10]([C:35]2[N:36]=[N:37][C:38]([CH3:41])=[CH:39][CH:40]=2)[CH:11]([C:24]2[CH:29]=[CH:28][C:27]([O:30][C:31]([F:32])([F:33])[F:34])=[CH:26][CH:25]=2)[C:12]=1[C:13](=[O:23])[C:14]1[CH:19]=[CH:18][C:17]([CH:20]([CH3:22])[CH3:21])=[CH:16][CH:15]=1. The yield is 0.290. (3) The reactants are C(C1CCC(C)CC1[O:11][C:12]([CH:14]1[CH2:18][CH:17]([CH2:19][C:20]2[CH:25]=[CH:24][CH:23]=[C:22]([F:26])[CH:21]=2)[CH2:16][N:15]1C(OC(C)(C)C)=O)=[O:13])(C)C.[ClH:34]. The catalyst is C1(C)C=CC=CC=1. The product is [ClH:34].[F:26][C:22]1[CH:21]=[C:20]([CH:25]=[CH:24][CH:23]=1)[CH2:19][C@@H:17]1[CH2:16][NH:15][C@H:14]([C:12]([OH:13])=[O:11])[CH2:18]1. The yield is 0.810. (4) The reactants are C(=O)([O-])[O-].[K+].[K+].[CH:7]([N:10]=[C:11]=[O:12])([CH3:9])[CH3:8].[Cl:13][C:14]1[C:15]([O:24][C:25]2[C:29]([CH3:30])=[C:28]([CH3:31])[NH:27][N:26]=2)=[N:16][CH:17]=[C:18]([C:20]([F:23])([F:22])[F:21])[CH:19]=1.Cl. The catalyst is CN(C=O)C. The product is [CH:7]([NH:10][C:11]([N:27]1[C:28]([CH3:31])=[C:29]([CH3:30])[C:25]([O:24][C:15]2[C:14]([Cl:13])=[CH:19][C:18]([C:20]([F:23])([F:22])[F:21])=[CH:17][N:16]=2)=[N:26]1)=[O:12])([CH3:9])[CH3:8]. The yield is 0.487. (5) The reactants are [Na].C[O:3][CH2:4][C:5]([O:7][CH2:8]C)=O.[CH3:10][C:11]([CH3:13])=[O:12].COC(C)(C)C. The catalyst is C1(C)C=CC=CC=1. The product is [CH3:8][O:7][CH2:5][C:4](=[O:3])[CH2:10][C:11](=[O:12])[CH3:13]. The yield is 0.369. (6) The reactants are Cl[C:2]1[C:3]2[N:4]([CH:13]=[N:14][N:15]=2)[C:5]2[C:10]([N:11]=1)=[CH:9][CH:8]=[C:7]([Cl:12])[CH:6]=2.CC1(C)C(C)(C)OB([C:24]2[CH2:29][CH2:28][N:27]([C:30]([O:32][C:33]([CH3:36])([CH3:35])[CH3:34])=[O:31])[CH2:26][CH:25]=2)O1.C([O-])([O-])=O.[K+].[K+].O1CCOCC1. The catalyst is CCOC(C)=O.O. The product is [Cl:12][C:7]1[CH:6]=[C:5]2[C:10]([N:11]=[C:2]([C:24]3[CH2:29][CH2:28][N:27]([C:30]([O:32][C:33]([CH3:36])([CH3:35])[CH3:34])=[O:31])[CH2:26][CH:25]=3)[C:3]3[N:4]2[CH:13]=[N:14][N:15]=3)=[CH:9][CH:8]=1. The yield is 0.740.